Dataset: Peptide-MHC class II binding affinity with 134,281 pairs from IEDB. Task: Regression. Given a peptide amino acid sequence and an MHC pseudo amino acid sequence, predict their binding affinity value. This is MHC class II binding data. (1) The peptide sequence is MSMASSSSSSLLAMA. The MHC is HLA-DQA10102-DQB10502 with pseudo-sequence HLA-DQA10102-DQB10502. The binding affinity (normalized) is 0. (2) The binding affinity (normalized) is 0.528. The MHC is DRB1_0301 with pseudo-sequence DRB1_0301. The peptide sequence is EILIIIMRTFRIAIW. (3) The peptide sequence is RAQLHVGAKQENWNT. The MHC is HLA-DQA10201-DQB10402 with pseudo-sequence HLA-DQA10201-DQB10402. The binding affinity (normalized) is 0. (4) The peptide sequence is TPDVSFFDSSFAPYL. The MHC is DRB1_0101 with pseudo-sequence DRB1_0101. The binding affinity (normalized) is 0.357. (5) The binding affinity (normalized) is 0.216. The MHC is DRB1_0801 with pseudo-sequence DRB1_0801. The peptide sequence is KKGMTTVLDFHPGAG. (6) The peptide sequence is KCKYPEGTKVTFHVE. The MHC is DRB1_1201 with pseudo-sequence DRB1_1201. The binding affinity (normalized) is 0.0102. (7) The peptide sequence is RNGEVIGLYGNGILV. The MHC is DRB1_1301 with pseudo-sequence DRB1_1301. The binding affinity (normalized) is 0.395. (8) The peptide sequence is GPNELGRFKHTDACCRTH. The MHC is DRB3_0101 with pseudo-sequence DRB3_0101. The binding affinity (normalized) is 0.